Dataset: HIV replication inhibition screening data with 41,000+ compounds from the AIDS Antiviral Screen. Task: Binary Classification. Given a drug SMILES string, predict its activity (active/inactive) in a high-throughput screening assay against a specified biological target. (1) The drug is CC1(C)CC2(C)CC1CC2NC(=O)CCN1CCOCC1. The result is 0 (inactive). (2) The drug is CC1=C(C)C2(C#N)C(=O)N3C(=NC(c4ccccc4)NC3c3ccccc3)C2(C#N)C(c2ccccc2)N1. The result is 0 (inactive). (3) The molecule is [O+]#C[Fe-3](C#[O+])(C#[O+])(C#[O+])[NH+]=C(C(F)(F)F)C(F)(F)F. The result is 0 (inactive). (4) The compound is Cc1ccc2nc(NC(=O)C(=O)C3C(=O)NC(=S)NC3=O)sc2c1. The result is 0 (inactive). (5) The drug is NC(CS)C(=O)[OH+][Pt-2](N)(N)[OH+]C(=O)C(N)CS. The result is 0 (inactive).